Dataset: Reaction yield outcomes from USPTO patents with 853,638 reactions. Task: Predict the reaction yield, written as a fraction of the theoretical maximum amount of product (1.0 means a 100% yield; for example, 0.34 means a 34% yield). (1) The reactants are [C:1]([O:4][C@@H:5]([CH2:8][O:9][C:10]1[CH:15]=[CH:14][C:13]([C:16]([C:19]2[CH:24]=[CH:23][C:22]([O:25][CH2:26][C@H:27]3[CH2:31][O:30]C(C)(C)[O:28]3)=[CH:21][CH:20]=2)([CH3:18])[CH3:17])=[CH:12][CH:11]=1)[CH2:6][Cl:7])(=[O:3])[CH3:2].[O-]S(C(F)(F)F)(=O)=O.[Bi+3].[O-]S(C(F)(F)F)(=O)=O.[O-]S(C(F)(F)F)(=O)=O. The catalyst is C(#N)C. The product is [C:1]([O:4][C@@H:5]([CH2:8][O:9][C:10]1[CH:15]=[CH:14][C:13]([C:16]([C:19]2[CH:24]=[CH:23][C:22]([O:25][CH2:26][C@H:27]([OH:28])[CH2:31][OH:30])=[CH:21][CH:20]=2)([CH3:18])[CH3:17])=[CH:12][CH:11]=1)[CH2:6][Cl:7])(=[O:3])[CH3:2]. The yield is 0.860. (2) The reactants are Br[C:2]1[CH:15]=[CH:14][C:5]([O:6][CH:7]2[CH2:10][N:9]([C:11](=[O:13])[CH3:12])[CH2:8]2)=[CH:4][CH:3]=1.[CH3:16][C:17]1([CH3:31])[CH2:22][O:21][B:20]([B:20]2[O:21][CH2:22][C:17]([CH3:31])([CH3:16])[CH2:18][O:19]2)[O:19][CH2:18]1.CC([O-])=O.[K+].C(OCC)(=O)C. The catalyst is O1CCOCC1.C1C=CC(P(C2C=CC=CC=2)[C-]2C=CC=C2)=CC=1.C1C=CC(P(C2C=CC=CC=2)[C-]2C=CC=C2)=CC=1.Cl[Pd]Cl.[Fe+2]. The product is [CH3:16][C:17]1([CH3:31])[CH2:22][O:21][B:20]([C:2]2[CH:15]=[CH:14][C:5]([O:6][CH:7]3[CH2:10][N:9]([C:11](=[O:13])[CH3:12])[CH2:8]3)=[CH:4][CH:3]=2)[O:19][CH2:18]1. The yield is 0.580.